From a dataset of Peptide-MHC class II binding affinity with 134,281 pairs from IEDB. Regression. Given a peptide amino acid sequence and an MHC pseudo amino acid sequence, predict their binding affinity value. This is MHC class II binding data. (1) The peptide sequence is EKKYFACTQFEPLAA. The MHC is DRB1_0701 with pseudo-sequence DRB1_0701. The binding affinity (normalized) is 0.565. (2) The MHC is DRB1_0701 with pseudo-sequence DRB1_0701. The peptide sequence is SDAKTLVLNIKYTRP. The binding affinity (normalized) is 0.239. (3) The binding affinity (normalized) is 0.0366. The MHC is DRB1_0301 with pseudo-sequence DRB1_0301. The peptide sequence is HKSGSSIGKAFTTTLKGA.